The task is: Predict the reactants needed to synthesize the given product.. This data is from Full USPTO retrosynthesis dataset with 1.9M reactions from patents (1976-2016). (1) Given the product [Cl:8][C:5]1[N:4]=[C:3]([N:9]([CH3:11])[CH3:10])[C:2]([C:18]2[CH:23]=[CH:22][CH:21]=[CH:20][CH:19]=2)=[CH:7][N:6]=1, predict the reactants needed to synthesize it. The reactants are: Br[C:2]1[C:3]([N:9]([CH3:11])[CH3:10])=[N:4][C:5]([Cl:8])=[N:6][CH:7]=1.C([O-])([O-])=O.[K+].[K+].[C:18]1(B(O)O)[CH:23]=[CH:22][CH:21]=[CH:20][CH:19]=1.O. (2) Given the product [Cl:20][C:16]1[N:15]=[C:14]([Cl:13])[CH:19]=[CH:18][C:17]=1[C:21]([OH:23])=[O:22], predict the reactants needed to synthesize it. The reactants are: C(NC(C)C)(C)C.C([Li])CCC.[Cl:13][C:14]1[CH:19]=[CH:18][CH:17]=[C:16]([Cl:20])[N:15]=1.[C:21](=[O:23])=[O:22]. (3) The reactants are: Cl.[Cl:2][C:3]1[C:22]([C:23]([F:26])([F:25])[F:24])=[CH:21][CH:20]=[CH:19][C:4]=1[C:5]([NH:7][C@H:8]1[C@H:12]([C:13]2[CH:18]=[CH:17][CH:16]=[CH:15][CH:14]=2)[CH2:11][NH:10][CH2:9]1)=[O:6].C(N(CC)CC)C.[CH3:34][N:35]1[CH:39]=[C:38]([S:40](Cl)(=[O:42])=[O:41])[N:37]=[CH:36]1. Given the product [Cl:2][C:3]1[C:22]([C:23]([F:26])([F:24])[F:25])=[CH:21][CH:20]=[CH:19][C:4]=1[C:5]([NH:7][C@H:8]1[C@H:12]([C:13]2[CH:18]=[CH:17][CH:16]=[CH:15][CH:14]=2)[CH2:11][N:10]([S:40]([C:38]2[N:37]=[CH:36][N:35]([CH3:34])[CH:39]=2)(=[O:42])=[O:41])[CH2:9]1)=[O:6], predict the reactants needed to synthesize it. (4) Given the product [CH3:20][C:21]1[CH:26]=[C:25]([CH2:27][N:4]2[CH2:3][CH2:2][N:1]([C:7]3[CH:8]=[CH:9][C:10]4[N:11]([C:13]([C:16]([F:17])([F:18])[F:19])=[N:14][N:15]=4)[N:12]=3)[CH2:6][CH2:5]2)[CH:24]=[CH:23][N:22]=1, predict the reactants needed to synthesize it. The reactants are: [N:1]1([C:7]2[CH:8]=[CH:9][C:10]3[N:11]([C:13]([C:16]([F:19])([F:18])[F:17])=[N:14][N:15]=3)[N:12]=2)[CH2:6][CH2:5][NH:4][CH2:3][CH2:2]1.[CH3:20][C:21]1[CH:26]=[C:25]([CH:27]=O)[CH:24]=[CH:23][N:22]=1.